This data is from Full USPTO retrosynthesis dataset with 1.9M reactions from patents (1976-2016). The task is: Predict the reactants needed to synthesize the given product. (1) Given the product [ClH:13].[C:63]([C@@H:59]1[CH2:60][CH2:61][CH2:62][N:58]1[CH2:57][CH2:56][CH2:55][O:31][C:25]1[CH:24]=[C:23]2[C:28]([C:19]([NH:18][C:17]3[CH:32]=[CH:33][C:14]([Cl:13])=[CH:15][C:16]=3[F:34])=[N:20][CH:21]=[N:22]2)=[CH:27][C:26]=1[O:29][CH3:30])(=[O:64])[NH2:65], predict the reactants needed to synthesize it. The reactants are: N(C(OCC)=O)=NC(OCC)=O.[Cl:13][C:14]1[CH:33]=[CH:32][C:17]([NH:18][C:19]2[C:28]3[C:23](=[CH:24][C:25]([OH:31])=[C:26]([O:29][CH3:30])[CH:27]=3)[N:22]=[CH:21][N:20]=2)=[C:16]([F:34])[CH:15]=1.C1(P(C2C=CC=CC=2)C2C=CC=CC=2)C=CC=CC=1.O[CH2:55][CH2:56][CH2:57][N:58]1[CH2:62][CH2:61][CH2:60][C@H:59]1[C:63]([NH2:65])=[O:64]. (2) Given the product [C:53]([O:1][C@@H:2]([C:31]1[S:32][CH:33]=[C:34]([C:36]([NH:38][C@@H:39]([CH2:46][C:47]2[CH:52]=[CH:51][CH:50]=[CH:49][CH:48]=2)[CH2:40][C@H:41]([CH3:45])[C:42]([OH:44])=[O:43])=[O:37])[N:35]=1)[CH2:3][C@H:4]([C:23]1[CH:28]=[CH:27][C:26]([O:29][CH3:30])=[CH:25][CH:24]=1)[NH:5][C:6](=[O:22])[C@@H:7]([NH:12][C:13]([C@H:15]1[CH2:20][CH2:19][CH2:18][CH2:17][N:16]1[CH3:21])=[O:14])[C@@H:8]([CH3:11])[CH2:9][CH3:10])(=[O:55])[CH3:54], predict the reactants needed to synthesize it. The reactants are: [OH:1][C@@H:2]([C:31]1[S:32][CH:33]=[C:34]([C:36]([NH:38][C@@H:39]([CH2:46][C:47]2[CH:52]=[CH:51][CH:50]=[CH:49][CH:48]=2)[CH2:40][C@H:41]([CH3:45])[C:42]([OH:44])=[O:43])=[O:37])[N:35]=1)[CH2:3][C@H:4]([C:23]1[CH:28]=[CH:27][C:26]([O:29][CH3:30])=[CH:25][CH:24]=1)[NH:5][C:6](=[O:22])[C@@H:7]([NH:12][C:13]([C@H:15]1[CH2:20][CH2:19][CH2:18][CH2:17][N:16]1[CH3:21])=[O:14])[C@@H:8]([CH3:11])[CH2:9][CH3:10].[C:53](OC(=O)C)(=[O:55])[CH3:54]. (3) Given the product [OH:28][CH2:27][C:26]([NH:25][C:4]([C:6]1[C:7]2[S:15][CH:14]=[C:13]([CH2:16][O:17][C:18]3[CH:19]=[CH:20][C:21]([Br:24])=[CH:22][CH:23]=3)[C:8]=2[C:9]([NH2:12])=[N:10][CH:11]=1)=[O:5])([CH3:30])[CH3:29], predict the reactants needed to synthesize it. The reactants are: C(O[C:4]([C:6]1[C:7]2[S:15][CH:14]=[C:13]([CH2:16][O:17][C:18]3[CH:23]=[CH:22][C:21]([Br:24])=[CH:20][CH:19]=3)[C:8]=2[C:9]([NH2:12])=[N:10][CH:11]=1)=[O:5])C.[NH2:25][C:26]([CH3:30])([CH3:29])[CH2:27][OH:28]. (4) Given the product [F:43][C:2]([F:1])([F:42])[C:3]1[CH:4]=[C:5]([CH:35]=[C:36]([C:38]([F:41])([F:39])[F:40])[CH:37]=1)[CH2:6][N:7]1[C:11]([N:44]2[CH:48]=[CH:47][N:46]=[CH:45]2)=[C:10]([C:13]([C:15]2[C:16]([C:27]([OH:29])([CH3:28])[CH3:34])=[N:17][O:18][C:19]=2[C:20]2[CH:25]=[CH:24][CH:23]=[CH:22][C:21]=2[Cl:26])=[O:14])[N:9]=[N:8]1, predict the reactants needed to synthesize it. The reactants are: [F:1][C:2]([F:43])([F:42])[C:3]1[CH:4]=[C:5]([CH:35]=[C:36]([C:38]([F:41])([F:40])[F:39])[CH:37]=1)[CH2:6][N:7]1[C:11](Cl)=[C:10]([C:13]([C:15]2[C:16]([C:27]([CH3:34])([O:29][Si](C)(C)C)[CH3:28])=[N:17][O:18][C:19]=2[C:20]2[CH:25]=[CH:24][CH:23]=[CH:22][C:21]=2[Cl:26])=[O:14])[N:9]=[N:8]1.[NH:44]1[CH:48]=[CH:47][N:46]=[CH:45]1. (5) Given the product [F:13][C:14]1[CH:15]=[CH:16][C:17]([CH2:18][O:19][CH2:20][C:21]([NH:26][CH2:27][CH2:28][CH2:29][C:30]2[CH:31]=[CH:32][C:33]([S:36](=[O:37])(=[O:38])[NH:39][C:40]3[CH:45]=[CH:44][C:43]([O:46][CH3:47])=[CH:42][CH:41]=3)=[CH:34][CH:35]=2)=[O:23])=[CH:24][CH:25]=1, predict the reactants needed to synthesize it. The reactants are: C1N=CN(C(N2C=NC=C2)=O)C=1.[F:13][C:14]1[CH:25]=[CH:24][C:17]([CH2:18][O:19][CH2:20][C:21]([OH:23])=O)=[CH:16][CH:15]=1.[NH2:26][CH2:27][CH2:28][CH2:29][C:30]1[CH:35]=[CH:34][C:33]([S:36]([NH:39][C:40]2[CH:45]=[CH:44][C:43]([O:46][CH3:47])=[CH:42][CH:41]=2)(=[O:38])=[O:37])=[CH:32][CH:31]=1. (6) Given the product [Br:1][C:2]1[CH:7]=[CH:6][C:5]2[N:8]([C:9]3[CH:10]=[CH:11][C:12]([O:15][CH2:16][CH3:17])=[CH:13][CH:14]=3)[CH:19]=[N:18][C:4]=2[CH:3]=1, predict the reactants needed to synthesize it. The reactants are: [Br:1][C:2]1[CH:3]=[C:4]([NH2:18])[C:5]([NH:8][C:9]2[CH:14]=[CH:13][C:12]([O:15][CH2:16][CH3:17])=[CH:11][CH:10]=2)=[CH:6][CH:7]=1.[C:19](O)(=O)C.C(N)=N. (7) Given the product [C:17]([C:21]1[CH:26]=[CH:25][C:24]([S:27]([NH:1][C:2]2[CH:7]=[CH:6][C:5]([F:8])=[CH:4][C:3]=2[C:9]([C:11]2[CH:16]=[CH:15][N:14]=[CH:13][CH:12]=2)=[O:10])(=[O:29])=[O:28])=[CH:23][CH:22]=1)([CH3:20])([CH3:18])[CH3:19], predict the reactants needed to synthesize it. The reactants are: [NH2:1][C:2]1[CH:7]=[CH:6][C:5]([F:8])=[CH:4][C:3]=1[C:9]([C:11]1[CH:16]=[CH:15][N:14]=[CH:13][CH:12]=1)=[O:10].[C:17]([C:21]1[CH:26]=[CH:25][C:24]([S:27](Cl)(=[O:29])=[O:28])=[CH:23][CH:22]=1)([CH3:20])([CH3:19])[CH3:18]. (8) Given the product [CH3:1][O:2][C:3](=[O:16])[C@:4]1([CH2:32][C:31]2[CH:34]=[CH:35][C:28]([Br:27])=[CH:29][CH:30]=2)[CH2:8][CH2:7][CH2:6][N:5]1[C:9]([O:11][C:12]([CH3:13])([CH3:15])[CH3:14])=[O:10], predict the reactants needed to synthesize it. The reactants are: [CH3:1][O:2][C:3](=[O:16])[C@@H:4]1[CH2:8][CH2:7][CH2:6][N:5]1[C:9]([O:11][C:12]([CH3:15])([CH3:14])[CH3:13])=[O:10].C[Si]([N-][Si](C)(C)C)(C)C.[K+].[Br:27][C:28]1[CH:35]=[CH:34][C:31]([CH2:32]Br)=[CH:30][CH:29]=1. (9) Given the product [NH2:2][CH2:1][C:3]1[CH:8]=[CH:7][CH:6]=[CH:5][C:4]=1[N:9]([CH2:14][CH2:15][O:16][CH:17]1[CH2:22][CH2:21][CH2:20][CH2:19][O:18]1)[S:10]([CH3:13])(=[O:12])=[O:11], predict the reactants needed to synthesize it. The reactants are: [C:1]([C:3]1[CH:8]=[CH:7][CH:6]=[CH:5][C:4]=1[N:9]([CH2:14][CH2:15][O:16][CH:17]1[CH2:22][CH2:21][CH2:20][CH2:19][O:18]1)[S:10]([CH3:13])(=[O:12])=[O:11])#[N:2].[BH4-].[Na+]. (10) Given the product [Br:1][C:2]1[CH:3]=[C:4]([CH:8]2[C:12]3[NH:13][C:14]([C:16]([OH:18])=[O:17])=[CH:15][C:11]=3[CH2:10][CH2:9]2)[CH:5]=[CH:6][CH:7]=1, predict the reactants needed to synthesize it. The reactants are: [Br:1][C:2]1[CH:3]=[C:4]([CH:8]2[C:12]3[NH:13][C:14]([C:16]([O:18]C)=[O:17])=[CH:15][C:11]=3[CH2:10][CH2:9]2)[CH:5]=[CH:6][CH:7]=1.[OH-].[Li+].CO.